The task is: Predict the reactants needed to synthesize the given product.. This data is from Full USPTO retrosynthesis dataset with 1.9M reactions from patents (1976-2016). (1) Given the product [Br:3][C:4]1[CH:25]=[CH:24][C:7]([O:8][C@H:9]2[CH2:14][CH2:13][N:12]([C:15]([O:17][C:18]([CH3:21])([CH3:20])[CH3:19])=[O:16])[CH2:11][C:10]2([F:22])[F:23])=[C:6]([C:26]#[N:27])[CH:5]=1, predict the reactants needed to synthesize it. The reactants are: [H-].[Na+].[Br:3][C:4]1[CH:25]=[CH:24][C:7]([O:8][C@H:9]2[CH2:14][CH2:13][N:12]([C:15]([O:17][C:18]([CH3:21])([CH3:20])[CH3:19])=[O:16])[CH2:11][C:10]2([F:23])[F:22])=[C:6]([C:26]#[N:27])[CH:5]=1.FC1(F)[C@@H](O)CCN(C(OC(C)(C)C)=O)C1.BrC1C=CC(F)=C(C=1)C#N.O. (2) The reactants are: [CH2:1]([O:5][C:6]([C:8]1[N:9]=[C:10](Br)[C:11]2[C:16]([C:17]=1[OH:18])=[CH:15][CH:14]=[CH:13][CH:12]=2)=[O:7])[CH2:2][CH2:3][CH3:4].[C:20]([Cu])#[N:21].CN(C)C=O.C(OCC)(=O)C. Given the product [CH2:1]([O:5][C:6]([C:8]1[N:9]=[C:10]([C:20]#[N:21])[C:11]2[C:16]([C:17]=1[OH:18])=[CH:15][CH:14]=[CH:13][CH:12]=2)=[O:7])[CH2:2][CH2:3][CH3:4], predict the reactants needed to synthesize it.